From a dataset of Reaction yield outcomes from USPTO patents with 853,638 reactions. Predict the reaction yield, written as a fraction of the theoretical maximum amount of product (1.0 means a 100% yield; for example, 0.34 means a 34% yield). (1) The reactants are [F:1][C:2]1[CH:3]=[C:4]([N+:9]([O-:11])=[O:10])[CH:5]=[CH:6][C:7]=1F.[CH3:12][CH2:13][CH:14]([NH2:17])[CH2:15][OH:16].C(=O)(O)[O-].[Na+]. The catalyst is CN(C=O)C. The product is [F:1][C:2]1[CH:3]=[C:4]([N+:9]([O-:11])=[O:10])[CH:5]=[CH:6][C:7]=1[NH:17][C@H:14]([CH2:13][CH3:12])[CH2:15][OH:16]. The yield is 0.990. (2) The reactants are [Cl:1][C:2]1[C:6]([Cl:7])=[C:5]([CH3:8])[NH:4][C:3]=1[C:9]([NH:11][C@@H:12]1[CH2:17][CH2:16][N:15](C(OCC)=O)[CH2:14][C@@H:13]1[O:23][CH2:24][CH:25]=[CH2:26])=[O:10].II.C[Si](C)(C)[Si](C)(C)C.S([O-])([O-])(=O)=S.[Na+].[Na+]. The catalyst is C1(C)C=CC=CC=1. The product is [Cl:1][C:2]1[C:6]([Cl:7])=[C:5]([CH3:8])[NH:4][C:3]=1[C:9]([NH:11][C@@H:12]1[CH2:17][CH2:16][NH:15][CH2:14][C@@H:13]1[O:23][CH2:24][CH:25]=[CH2:26])=[O:10]. The yield is 0.365. (3) The reactants are [NH2:1][C:2]1[C:11]2[C:6](=[C:7](Br)[CH:8]=[CH:9][CH:10]=2)[N:5]=[N:4][C:3]=1[C:13]([NH:15][CH:16]1[CH2:18][CH2:17]1)=[O:14].[CH3:19][O:20][C:21]1[CH:26]=[CH:25][C:24]([O:27][CH3:28])=[CH:23][C:22]=1B(O)O. No catalyst specified. The product is [NH2:1][C:2]1[C:11]2[C:6](=[C:7]([C:25]3[CH:26]=[C:21]([O:20][CH3:19])[CH:22]=[CH:23][C:24]=3[O:27][CH3:28])[CH:8]=[CH:9][CH:10]=2)[N:5]=[N:4][C:3]=1[C:13]([NH:15][CH:16]1[CH2:18][CH2:17]1)=[O:14]. The yield is 0.850. (4) The reactants are C([O:3][C:4]([C:6]1[N:11]=[C:10]2[N:12]([CH2:15][C:16]3[C:17]([F:27])=[C:18]4[C:23](=[CH:24][C:25]=3[F:26])[N:22]=[CH:21][CH:20]=[CH:19]4)[N:13]=[N:14][C:9]2=[N:8][CH:7]=1)=[CH2:5])C. The catalyst is C(O)(=O)C.Cl. The product is [F:27][C:17]1[C:16]([CH2:15][N:12]2[C:10]3=[N:11][C:6]([C:4](=[O:3])[CH3:5])=[CH:7][N:8]=[C:9]3[N:14]=[N:13]2)=[C:25]([F:26])[CH:24]=[C:23]2[C:18]=1[CH:19]=[CH:20][CH:21]=[N:22]2. The yield is 0.630. (5) The reactants are [N+:1]([C:4]1[O:8][C:7]([C:9](Cl)=[O:10])=[CH:6][CH:5]=1)([O-:3])=[O:2].[NH2:12][CH2:13][C:14]1[CH:19]=[CH:18][CH:17]=[CH:16][N:15]=1. The catalyst is C(Cl)Cl.CCN(CC)CC. The product is [N:15]1[CH:16]=[CH:17][CH:18]=[CH:19][C:14]=1[CH2:13][NH:12][C:9]([C:7]1[O:8][C:4]([N+:1]([O-:3])=[O:2])=[CH:5][CH:6]=1)=[O:10]. The yield is 0.850. (6) The reactants are FC(F)(F)C(O)=O.[C:8]([NH:12][C:13]([C:15]1[CH:19]=[C:18]([C:20]2[CH:25]=[N:24][C:23]([NH:26]C(OC(C)(C)C)=O)=[CH:22][N:21]=2)[N:17]([C:34]2[CH:35]=[N:36][CH:37]=[CH:38][CH:39]=2)[N:16]=1)=[O:14])([CH3:11])([CH3:10])[CH3:9].C(=O)(O)[O-].[Na+].C(Cl)(Cl)Cl. The catalyst is ClCCl. The product is [C:8]([NH:12][C:13]([C:15]1[CH:19]=[C:18]([C:20]2[CH:25]=[N:24][C:23]([NH2:26])=[CH:22][N:21]=2)[N:17]([C:34]2[CH:35]=[N:36][CH:37]=[CH:38][CH:39]=2)[N:16]=1)=[O:14])([CH3:11])([CH3:9])[CH3:10]. The yield is 0.890. (7) The catalyst is O. The reactants are [CH:1]1([C:7]2([CH3:21])[C:11](=[O:12])[N:10]([CH2:13][C:14]([N:16]([O:18][CH3:19])[CH3:17])=[O:15])[C:9](=[O:20])[NH:8]2)[CH2:6][CH2:5][CH2:4][CH2:3][CH2:2]1.[C:22]([O-])([O-])=O.[Cs+].[Cs+].CN(C=O)C.CI. The product is [CH:1]1([C:7]2([CH3:21])[C:11](=[O:12])[N:10]([CH2:13][C:14]([N:16]([O:18][CH3:19])[CH3:17])=[O:15])[C:9](=[O:20])[N:8]2[CH3:22])[CH2:2][CH2:3][CH2:4][CH2:5][CH2:6]1. The yield is 0.880. (8) The reactants are [N:1]1([C:6]2[CH:11]=[CH:10][C:9](/[CH:12]=[CH:13]/[C:14]([C:16]3[CH:21]=[C:20]([Cl:22])[CH:19]=[C:18]([Cl:23])[CH:17]=3)=[O:15])=[CH:8][CH:7]=2)[CH:5]=[N:4][CH:3]=[N:2]1.[F:24][C:25]([Si](C)(C)C)([F:27])[F:26].[F-].C([N+](CCCC)(CCCC)CCCC)CCC.Cl. The catalyst is C1COCC1. The product is [N:1]1([C:6]2[CH:11]=[CH:10][C:9](/[CH:12]=[CH:13]/[C:14]([C:16]3[CH:17]=[C:18]([Cl:23])[CH:19]=[C:20]([Cl:22])[CH:21]=3)([OH:15])[C:25]([F:27])([F:26])[F:24])=[CH:8][CH:7]=2)[CH:5]=[N:4][CH:3]=[N:2]1. The yield is 0.250. (9) The reactants are [H-].[Na+].[F:3][CH2:4][C:5]([O:7]CC)=O.[CH:10](OCC)=O.Cl.[C:16]([NH2:19])(=[NH:18])[CH3:17].[O-]CC.[Na+]. The catalyst is CCCCCC.C(O)C. The product is [F:3][C:4]1[C:5](=[O:7])[NH:18][C:16]([CH3:17])=[N:19][CH:10]=1. The yield is 0.0600.